Predict the reaction yield, written as a fraction of the theoretical maximum amount of product (1.0 means a 100% yield; for example, 0.34 means a 34% yield). From a dataset of Reaction yield outcomes from USPTO patents with 853,638 reactions. (1) The reactants are [O:1]=[C:2]1[C:10]2[C:5](=[N:6][C:7]([CH2:11][CH2:12][CH:13]=O)=[CH:8][CH:9]=2)[CH2:4][O:3]1.[CH2:15]([N:17](CC)[CH2:18][CH2:19]NC)[CH3:16]. No catalyst specified. The product is [CH2:15]([N:17]([CH2:18][CH3:19])[CH2:13][CH2:12][CH2:11][C:7]1[N:6]=[C:5]2[CH2:4][O:3][C:2](=[O:1])[C:10]2=[CH:9][CH:8]=1)[CH3:16]. The yield is 0.760. (2) The reactants are [F:1][C:2]1[C:3]([C:8]2[CH:13]=[CH:12][CH:11]=[CH:10][C:9]=2[NH:14][C:15](=[O:20])[C:16]([CH3:19])([CH3:18])[CH3:17])=[N:4][CH:5]=[CH:6][CH:7]=1.[Br:21]Br. The catalyst is C(O)(=O)C.[O-]S([O-])(=S)=O.[Na+].[Na+]. The product is [Br:21][C:12]1[CH:11]=[CH:10][C:9]([NH:14][C:15](=[O:20])[C:16]([CH3:17])([CH3:19])[CH3:18])=[C:8]([C:3]2[C:2]([F:1])=[CH:7][CH:6]=[CH:5][N:4]=2)[CH:13]=1. The yield is 0.720. (3) The yield is 0.635. No catalyst specified. The product is [CH2:1]([O:3][C:4]([C:6]1[C:7]([CH3:26])=[C:8]([C:19]([O:21][C:22]([CH3:25])([CH3:24])[CH3:23])=[O:20])[NH:9][C:10]=1[CH2:11][CH2:12][CH2:13][NH:42][CH2:41][CH2:40][N:35]1[CH2:39][CH2:38][CH2:37][CH2:36]1)=[O:5])[CH3:2]. The reactants are [CH2:1]([O:3][C:4]([C:6]1[C:7]([CH3:26])=[C:8]([C:19]([O:21][C:22]([CH3:25])([CH3:24])[CH3:23])=[O:20])[NH:9][C:10]=1[CH2:11][CH2:12][CH2:13]OS(C)(=O)=O)=[O:5])[CH3:2].C(OCC)(=O)C.CO.[N:35]1([CH2:40][CH2:41][NH2:42])[CH2:39][CH2:38][CH2:37][CH2:36]1. (4) The reactants are [OH:1][CH2:2][C:3]([CH3:27])([C:21]1[CH:26]=[CH:25][CH:24]=[CH:23][CH:22]=1)[CH2:4][CH2:5][CH2:6][S:7][CH2:8][CH2:9][CH2:10][C:11]([CH3:20])([C:14]1[CH:19]=[CH:18][CH:17]=[CH:16][CH:15]=1)[CH2:12][OH:13].OO.ClCCl.C(OCC)(=[O:35])C. The catalyst is C(O)(=O)C. The product is [OH:1][CH2:2][C:3]([CH3:27])([C:21]1[CH:26]=[CH:25][CH:24]=[CH:23][CH:22]=1)[CH2:4][CH2:5][CH2:6][S:7]([CH2:8][CH2:9][CH2:10][C:11]([CH3:20])([C:14]1[CH:19]=[CH:18][CH:17]=[CH:16][CH:15]=1)[CH2:12][OH:13])=[O:35]. The yield is 0.710. (5) The reactants are C([NH:5][C:6]([N:8]1[C:16]2[C:11](=[CH:12][CH:13]=[CH:14][CH:15]=2)[C:10]([I:17])=[N:9]1)=[O:7])(C)(C)C.FC(F)(F)C(O)=O. The catalyst is ClCCl. The product is [I:17][C:10]1[C:11]2[C:16](=[CH:15][CH:14]=[CH:13][CH:12]=2)[N:8]([C:6]([NH2:5])=[O:7])[N:9]=1. The yield is 0.450. (6) The reactants are C[Si](C)(C)[C:3]1[NH:7][N:6]=[N:5][C:4]=1[C:8]1[N:9]=[CH:10][C:11]2[C:16]([CH:17]=1)=[CH:15][CH:14]=[CH:13][CH:12]=2.[OH-].[K+].Cl. The catalyst is C(O)C. The product is [NH:7]1[CH:3]=[C:4]([C:8]2[N:9]=[CH:10][C:11]3[C:16]([CH:17]=2)=[CH:15][CH:14]=[CH:13][CH:12]=3)[N:5]=[N:6]1. The yield is 0.180.